Dataset: Forward reaction prediction with 1.9M reactions from USPTO patents (1976-2016). Task: Predict the product of the given reaction. (1) Given the reactants C(OC(=O)[NH:7][C:8]1[C:13]2[S:14][C:15]([C:17]3[C:22]([Cl:23])=[CH:21][C:20]([C:24]#[N:25])=[CH:19][C:18]=3[Cl:26])=[N:16][C:12]=2[CH:11]=[CH:10][N:9]=1)(C)(C)C.C(O)(C(F)(F)F)=O, predict the reaction product. The product is: [NH2:7][C:8]1[C:13]2[S:14][C:15]([C:17]3[C:22]([Cl:23])=[CH:21][C:20]([C:24]#[N:25])=[CH:19][C:18]=3[Cl:26])=[N:16][C:12]=2[CH:11]=[CH:10][N:9]=1. (2) Given the reactants C([O:8][C:9]1[C:16]([O:17][CH3:18])=[CH:15][C:12]([CH:13]=[O:14])=[C:11]([N+:19]([O-:21])=[O:20])[CH:10]=1)C1C=CC=CC=1, predict the reaction product. The product is: [OH:8][C:9]1[C:16]([O:17][CH3:18])=[CH:15][C:12]([CH:13]=[O:14])=[C:11]([N+:19]([O-:21])=[O:20])[CH:10]=1. (3) Given the reactants [CH3:1][O:2][C:3]1[CH:12]=[C:11]2[C:6]([C:7]([O:13][CH2:14][C:15]3[N:19]4[CH:20]=[C:21]([C:24]([NH:26][C@H:27]5[CH2:31][CH2:30][N:29](C(OC(C)(C)C)=O)[CH2:28]5)=[O:25])[CH:22]=[CH:23][C:18]4=[N:17][N:16]=3)=[CH:8][CH:9]=[N:10]2)=[CH:5][CH:4]=1.Cl.C(=O)([O-])[O-].[K+].[K+], predict the reaction product. The product is: [CH3:1][O:2][C:3]1[CH:12]=[C:11]2[C:6]([C:7]([O:13][CH2:14][C:15]3[N:19]4[CH:20]=[C:21]([C:24]([NH:26][C@H:27]5[CH2:31][CH2:30][NH:29][CH2:28]5)=[O:25])[CH:22]=[CH:23][C:18]4=[N:17][N:16]=3)=[CH:8][CH:9]=[N:10]2)=[CH:5][CH:4]=1. (4) Given the reactants [Br:1][C:2]1[CH:3]=[C:4]([C:13]([F:16])([F:15])[F:14])[C:5]([CH2:11]Br)=[C:6]([N+:8]([O-:10])=[O:9])[CH:7]=1.C[N+]1([O-])CC[O:21]CC1, predict the reaction product. The product is: [Br:1][C:2]1[CH:3]=[C:4]([C:13]([F:16])([F:15])[F:14])[C:5]([CH:11]=[O:21])=[C:6]([N+:8]([O-:10])=[O:9])[CH:7]=1. (5) The product is: [C:53]([C:55]1[CH:56]=[C:57]2[C:62](=[CH:63][CH:64]=1)[N:61]=[C:60]([C:65]([NH:67][CH2:68][C:69]1[CH:74]=[CH:73][CH:72]=[C:71]([NH:75][C:76]([C:78]3[N:82]=[CH:81][NH:80][N:79]=3)=[O:77])[CH:70]=1)=[O:66])[NH:59][C:58]2=[O:102])#[N:54]. Given the reactants C(C1C=C2C(=CC=1)N=C(C(NCC1C=CC=C(NC(=O)CCC3N=CN(C(C4C=CC=CC=4)(C4C=CC=CC=4)C4C=CC=CC=4)N=3)C=1)=O)NC2=O)#N.[C:53]([C:55]1[CH:56]=[C:57]2[C:62](=[CH:63][CH:64]=1)[N:61]=[C:60]([C:65]([NH:67][CH2:68][C:69]1[CH:74]=[CH:73][CH:72]=[C:71]([NH:75][C:76]([C:78]3[N:82]=[CH:81][N:80](C(C4C=CC=CC=4)(C4C=CC=CC=4)C4C=CC=CC=4)[N:79]=3)=[O:77])[CH:70]=1)=[O:66])[NH:59][C:58]2=[O:102])#[N:54], predict the reaction product.